Predict the reaction yield, written as a fraction of the theoretical maximum amount of product (1.0 means a 100% yield; for example, 0.34 means a 34% yield). From a dataset of Reaction yield outcomes from USPTO patents with 853,638 reactions. (1) The reactants are P.[C:2]([O:6][C:7](=[O:18])[C:8]1[CH:13]=[CH:12][C:11](Br)=[CH:10][C:9]=1[N+:15]([O-:17])=[O:16])([CH3:5])([CH3:4])[CH3:3].[CH3:19][N:20]1[CH2:24][CH2:23][CH2:22][C@H:21]1[CH2:25][OH:26]. The catalyst is C1C=CC(/C=C/C(/C=C/C2C=CC=CC=2)=O)=CC=1.C1C=CC(/C=C/C(/C=C/C2C=CC=CC=2)=O)=CC=1.[Pd].C1(C)C=CC=CC=1. The product is [CH3:19][N:20]1[CH2:24][CH2:23][CH2:22][C@H:21]1[CH2:25][O:26][C:11]1[CH:12]=[CH:13][C:8]([C:7]([O:6][C:2]([CH3:5])([CH3:4])[CH3:3])=[O:18])=[C:9]([N+:15]([O-:17])=[O:16])[CH:10]=1. The yield is 0.410. (2) The reactants are Cl[C:2]1[C:7]([N+:8]([O-:10])=[O:9])=[CH:6][CH:5]=[C:4]([O:11][CH3:12])[N:3]=1.[CH3:13][S-:14].[Na+]. The catalyst is CO. The product is [CH3:12][O:11][C:4]1[N:3]=[C:2]([S:14][CH3:13])[C:7]([N+:8]([O-:10])=[O:9])=[CH:6][CH:5]=1. The yield is 0.590. (3) The reactants are C(O[CH:4](OCC)[CH2:5][CH2:6][CH2:7][NH2:8])C.[CH:12]([C:14]([CH3:16])=O)=[CH2:13].Cl.Cl.[Br:19][C:20]1[CH:21]=[C:22]([N:26]([CH3:28])N)[CH:23]=[CH:24][CH:25]=1. The catalyst is CCOCC.CCO. The product is [Br:19][C:20]1[CH:25]=[CH:24][C:23]2[C:13]3[CH:4]4[N:8]([CH2:7][CH2:6][CH2:5]4)[CH2:16][CH2:14][C:12]=3[N:26]([CH3:28])[C:22]=2[CH:21]=1. The yield is 0.390. (4) The catalyst is C(O)(C)C. The yield is 0.960. The reactants are Br[CH2:2][C:3]1([CH2:7][OH:8])[CH2:6][O:5][CH2:4]1.[CH:9]([NH2:12])([CH3:11])[CH3:10].[OH-].[K+]. The product is [CH:9]([NH:12][CH2:2][C:3]1([CH2:7][OH:8])[CH2:6][O:5][CH2:4]1)([CH3:11])[CH3:10].